This data is from Full USPTO retrosynthesis dataset with 1.9M reactions from patents (1976-2016). The task is: Predict the reactants needed to synthesize the given product. (1) Given the product [CH3:1][O:2][CH2:3][CH:4]([NH:20][CH:21]=[O:22])[CH2:5][C:6]1[CH:11]=[CH:10][C:9]([O:12][CH3:13])=[C:8]([O:14][CH2:15][CH2:16][CH2:17][O:18][CH3:19])[CH:7]=1, predict the reactants needed to synthesize it. The reactants are: [CH3:1][O:2][CH2:3][CH:4]([NH2:20])[CH2:5][C:6]1[CH:11]=[CH:10][C:9]([O:12][CH3:13])=[C:8]([O:14][CH2:15][CH2:16][CH2:17][O:18][CH3:19])[CH:7]=1.[CH:21](O)=[O:22]. (2) The reactants are: [NH:1]([C:8]1[O:9][C:10]2[CH:16]=[C:15]([CH2:17][C:18]([O:20]C)=[O:19])[CH:14]=[CH:13][C:11]=2[N:12]=1)[C:2]1[CH:7]=[CH:6][CH:5]=[CH:4][CH:3]=1.[OH-].[K+]. Given the product [NH:1]([C:8]1[O:9][C:10]2[CH:16]=[C:15]([CH2:17][C:18]([OH:20])=[O:19])[CH:14]=[CH:13][C:11]=2[N:12]=1)[C:2]1[CH:3]=[CH:4][CH:5]=[CH:6][CH:7]=1, predict the reactants needed to synthesize it. (3) Given the product [ClH:39].[NH2:24][CH2:23][C:12]1[N:13]([CH2:19][CH:20]([CH3:22])[CH3:21])[C:14](=[O:18])[C:15]2[C:10]([C:11]=1[C:32]1[CH:33]=[CH:34][CH:35]=[CH:36][CH:37]=1)=[CH:9][C:8]([C:6]1[S:7][C:3]([C:1]#[N:2])=[C:4]([CH3:38])[N:5]=1)=[CH:17][CH:16]=2, predict the reactants needed to synthesize it. The reactants are: [C:1]([C:3]1[S:7][C:6]([C:8]2[CH:9]=[C:10]3[C:15](=[CH:16][CH:17]=2)[C:14](=[O:18])[N:13]([CH2:19][CH:20]([CH3:22])[CH3:21])[C:12]([CH2:23][NH:24]C(=O)OC(C)(C)C)=[C:11]3[C:32]2[CH:37]=[CH:36][CH:35]=[CH:34][CH:33]=2)=[N:5][C:4]=1[CH3:38])#[N:2].[ClH:39]. (4) Given the product [ClH:22].[ClH:22].[F:1][C:2]1[C:7]([C:8]2[CH:9]=[C:10]([C@:14]3([CH3:21])[CH2:19][CH2:18][S:17][C:16]([NH2:20])=[N:15]3)[CH:11]=[CH:12][CH:13]=2)=[CH:6][CH:5]=[CH:4][N:3]=1, predict the reactants needed to synthesize it. The reactants are: [F:1][C:2]1[C:7]([C:8]2[CH:9]=[C:10]([C@:14]3([CH3:21])[CH2:19][CH2:18][S:17][C:16]([NH2:20])=[N:15]3)[CH:11]=[CH:12][CH:13]=2)=[CH:6][CH:5]=[CH:4][N:3]=1.[ClH:22]. (5) Given the product [CH3:1][N:2]1[C:6]([S:7][C:8]2[CH:9]=[C:10]([CH:18]=[CH:19][CH:20]=2)[O:11][C@@H:12]([CH3:17])[C:13]([OH:15])=[O:14])=[C:5]([CH:21]=[CH2:22])[C:4]([CH3:23])=[N:3]1, predict the reactants needed to synthesize it. The reactants are: [CH3:1][N:2]1[C:6]([S:7][C:8]2[CH:9]=[C:10]([CH:18]=[CH:19][CH:20]=2)[O:11][C@@H:12]([CH3:17])[C:13]([O:15]C)=[O:14])=[C:5]([CH:21]=[CH2:22])[C:4]([CH3:23])=[N:3]1.O.[OH-].[Li+].C(OCC)(=O)C. (6) Given the product [Cl:16][C:17]1[C:25]([C:26]([F:28])([F:29])[F:27])=[CH:24][CH:23]=[CH:22][C:18]=1[C:19]([N:12]1[CH2:13][CH2:14][C:15]2[N:7]([C:2]3[CH:3]=[CH:4][CH:5]=[CH:6][N:1]=3)[CH:8]=[N:9][C:10]=2[CH2:11]1)=[O:20], predict the reactants needed to synthesize it. The reactants are: [N:1]1[CH:6]=[CH:5][CH:4]=[CH:3][C:2]=1[N:7]1[C:15]2[CH2:14][CH2:13][NH:12][CH2:11][C:10]=2[N:9]=[CH:8]1.[Cl:16][C:17]1[C:25]([C:26]([F:29])([F:28])[F:27])=[CH:24][CH:23]=[CH:22][C:18]=1[C:19](O)=[O:20].CN(C(ON1N=NC2C=CC=NC1=2)=[N+](C)C)C.F[P-](F)(F)(F)(F)F.CCN(C(C)C)C(C)C. (7) Given the product [CH:15]1([CH2:14][S:11]([C:9]2[CH:10]=[C:5]([O:4][C:3]3[C:2]([CH3:1])=[CH:23][C:22]([N+:24]([O-:26])=[O:25])=[CH:21][C:20]=3[CH3:27])[CH:6]=[CH:7][C:8]=2[OH:18])(=[O:13])=[O:12])[CH2:17][CH2:16]1, predict the reactants needed to synthesize it. The reactants are: [CH3:1][C:2]1[CH:23]=[C:22]([N+:24]([O-:26])=[O:25])[CH:21]=[C:20]([CH3:27])[C:3]=1[O:4][C:5]1[CH:6]=[CH:7][C:8]([O:18]C)=[C:9]([S:11]([CH2:14][CH:15]2[CH2:17][CH2:16]2)(=[O:13])=[O:12])[CH:10]=1.B(Br)(Br)Br. (8) Given the product [CH3:13][NH:14][CH2:11][C:6]1[CH:7]=[CH:8][CH:9]=[C:10]2[C:5]=1[CH:4]=[CH:3][N:2]2[CH3:1], predict the reactants needed to synthesize it. The reactants are: [CH3:1][N:2]1[C:10]2[CH:9]=[CH:8][CH:7]=[C:6]([CH:11]=O)[C:5]=2[CH:4]=[CH:3]1.[CH3:13][NH2:14].[BH4-].[Na+].O.